This data is from Reaction yield outcomes from USPTO patents with 853,638 reactions. The task is: Predict the reaction yield, written as a fraction of the theoretical maximum amount of product (1.0 means a 100% yield; for example, 0.34 means a 34% yield). The reactants are FC(F)(F)C(O)=O.[CH3:8][C:9](=[CH2:29])[CH2:10][C:11]1([C:24]([O:26]CC)=[O:25])[CH2:16][CH2:15][N:14](C(OC(C)(C)C)=O)[CH2:13][CH2:12]1. The catalyst is ClCCl. The product is [CH3:8][C:9]1([CH3:29])[CH2:10][C:11]2([CH2:16][CH2:15][NH:14][CH2:13][CH2:12]2)[C:24](=[O:26])[O:25]1. The yield is 0.730.